The task is: Predict which catalyst facilitates the given reaction.. This data is from Catalyst prediction with 721,799 reactions and 888 catalyst types from USPTO. Reactant: [Cl:1][C:2]1[CH:7]=[CH:6][C:5]([CH:8]([C:20]2[CH:25]=[CH:24][C:23]([OH:26])=[C:22]([F:27])[CH:21]=2)[CH2:9][C:10]([C:12]2[CH:13]=[CH:14][C:15](=[O:19])[N:16]([CH3:18])[CH:17]=2)=[O:11])=[C:4]([CH3:28])[CH:3]=1.[Cl:29][C:30]1[CH:35]=[CH:34][C:33](B(O)O)=[CH:32][C:31]=1[C:39]([O:41][CH2:42][CH3:43])=[O:40].N1C=CC=CC=1. Product: [CH2:42]([O:41][C:39](=[O:40])[C:31]1[CH:32]=[C:33]([O:26][C:23]2[CH:24]=[CH:25][C:20]([CH:8]([C:5]3[CH:6]=[CH:7][C:2]([Cl:1])=[CH:3][C:4]=3[CH3:28])[CH2:9][C:10]([C:12]3[CH:13]=[CH:14][C:15](=[O:19])[N:16]([CH3:18])[CH:17]=3)=[O:11])=[CH:21][C:22]=2[F:27])[CH:34]=[CH:35][C:30]=1[Cl:29])[CH3:43]. The catalyst class is: 221.